Dataset: Reaction yield outcomes from USPTO patents with 853,638 reactions. Task: Predict the reaction yield, written as a fraction of the theoretical maximum amount of product (1.0 means a 100% yield; for example, 0.34 means a 34% yield). (1) The yield is 0.670. The product is [F:18][C:2]1([F:1])[CH2:3][CH2:4][N:5]([C:8]2[CH:9]=[C:10]([CH3:17])[N:11]=[CH:12][C:13]=2[NH2:14])[CH2:6][CH2:7]1. The catalyst is CO.[Pd]. The reactants are [F:1][C:2]1([F:18])[CH2:7][CH2:6][N:5]([C:8]2[C:13]([N+:14]([O-])=O)=[CH:12][N:11]=[C:10]([CH3:17])[CH:9]=2)[CH2:4][CH2:3]1. (2) The reactants are [OH:1][C:2]1[CH:14]=[CH:13][C:5]([CH2:6][C@H:7]2[CH2:11][O:10][C:9](=[O:12])[NH:8]2)=[CH:4][CH:3]=1.BrCC[CH:18]([O:21][CH:22](OC)[CH2:23]CBr)[O:19][CH3:20]. No catalyst specified. The product is [CH3:20][O:19][CH2:18][O:21][CH2:22][CH2:23][O:1][C:2]1[CH:14]=[CH:13][C:5]([CH2:6][C@H:7]2[CH2:11][O:10][C:9](=[O:12])[NH:8]2)=[CH:4][CH:3]=1. The yield is 0.770. (3) The reactants are [CH:1]1[C:6]([NH2:7])=[CH:5][CH:4]=[C:3]([S:8]([NH:11][C:12]2[S:16][CH:15]=[CH:14][N:13]=2)(=[O:10])=[O:9])[CH:2]=1.[C:17]1(=[O:23])O[C:20](=[O:21])[CH:19]=[CH:18]1. No catalyst specified. The product is [S:16]1[CH:15]=[CH:14][N:13]=[C:12]1[NH:11][S:8]([C:3]1[CH:4]=[CH:5][CH:6]=[CH:1][CH:2]=1)(=[O:10])=[O:9].[NH:7]1[C:20](=[O:21])[CH:19]=[CH:18][C:17]1=[O:23]. The yield is 0.300. (4) The reactants are [CH2:1]([O:3][C:4](=[O:40])[CH2:5][CH2:6][CH2:7][O:8][C:9]1[CH:14]=[CH:13][CH:12]=[C:11]([CH2:15][CH2:16][CH2:17][CH2:18][CH2:19][CH2:20][O:21][C:22]2[CH:27]=[C:26]([S:28]([CH3:31])(=[O:30])=[O:29])[CH:25]=[C:24](I)[CH:23]=2)[C:10]=1[CH2:33][CH2:34][C:35]([O:37][CH2:38][CH3:39])=[O:36])[CH3:2].[CH3:41][S:42][C:43]1[N:48]=[C:47]([Sn](C)(C)C)[CH:46]=[CH:45][N:44]=1. No catalyst specified. The product is [CH2:1]([O:3][C:4](=[O:40])[CH2:5][CH2:6][CH2:7][O:8][C:9]1[CH:14]=[CH:13][CH:12]=[C:11]([CH2:15][CH2:16][CH2:17][CH2:18][CH2:19][CH2:20][O:21][C:22]2[CH:23]=[C:24]([C:45]3[CH:46]=[CH:47][N:48]=[C:43]([S:42][CH3:41])[N:44]=3)[CH:25]=[C:26]([S:28]([CH3:31])(=[O:30])=[O:29])[CH:27]=2)[C:10]=1[CH2:33][CH2:34][C:35]([O:37][CH2:38][CH3:39])=[O:36])[CH3:2]. The yield is 0.970. (5) The reactants are [NH2:1][C:2]1[CH:7]=[CH:6][C:5]([CH3:8])=[CH:4][CH:3]=1.C(=O)([O-])[O-].[K+].[K+].Br[CH2:16][CH2:17][CH2:18][C:19]#[N:20]. The catalyst is C(#N)C. The product is [C:5]1([CH3:8])[CH:6]=[CH:7][C:2]([NH:1][CH2:16][CH2:17][CH2:18][C:19]#[N:20])=[CH:3][CH:4]=1. The yield is 0.782.